Dataset: Forward reaction prediction with 1.9M reactions from USPTO patents (1976-2016). Task: Predict the product of the given reaction. (1) Given the reactants [NH:1]1[C:9]2[C:4](=[CH:5][C:6]([C:10]3[C:11]([C:28]([O:30][CH2:31][CH3:32])=[O:29])=[C:12]4[C:21]5[C:16](=[CH:17][C:18]([O:24][CH3:25])=[C:19]([O:22][CH3:23])[CH:20]=5)[CH2:15][CH2:14][N:13]4[C:26]=3[CH3:27])=[CH:7][CH:8]=2)[CH2:3][CH2:2]1.C(N(C(C)C)CC)(C)C.[C:42](Cl)(=[O:44])[CH3:43], predict the reaction product. The product is: [C:42]([N:1]1[C:9]2[C:4](=[CH:5][C:6]([C:10]3[C:11]([C:28]([O:30][CH2:31][CH3:32])=[O:29])=[C:12]4[C:21]5[C:16](=[CH:17][C:18]([O:24][CH3:25])=[C:19]([O:22][CH3:23])[CH:20]=5)[CH2:15][CH2:14][N:13]4[C:26]=3[CH3:27])=[CH:7][CH:8]=2)[CH2:3][CH2:2]1)(=[O:44])[CH3:43]. (2) Given the reactants [NH2:1][C:2]1[CH:16]=[CH:15][C:5]([O:6][CH2:7][C:8]([O:10][C:11]([CH3:14])([CH3:13])[CH3:12])=[O:9])=[C:4]([C:17]#[N:18])[CH:3]=1.C(=O)([O-])O.[Na+].Cl[C:25]([O:27][CH2:28][C:29]1[CH:34]=[CH:33][CH:32]=[CH:31][CH:30]=1)=[O:26], predict the reaction product. The product is: [CH2:28]([O:27][C:25]([NH:1][C:2]1[CH:16]=[CH:15][C:5]([O:6][CH2:7][C:8]([O:10][C:11]([CH3:12])([CH3:13])[CH3:14])=[O:9])=[C:4]([C:17]#[N:18])[CH:3]=1)=[O:26])[C:29]1[CH:34]=[CH:33][CH:32]=[CH:31][CH:30]=1. (3) Given the reactants C([C@H]1NC[CH2:6][N:5]([CH2:9][C:10]2[CH:15]=[CH:14][C:13]([F:16])=[CH:12][CH:11]=2)[CH2:4]1)C.CCN=C=N[CH2:22][CH2:23][CH2:24][N:25]([CH3:27])[CH3:26].C1C=CC2N([OH:37])N=NC=2C=1.[Cl:38][C:39]1[CH:44]=[CH:43][C:42]([C:45](=C)[C:46](O)=O)=[C:41]([NH:50][C:51]([NH2:53])=[O:52])[CH:40]=1, predict the reaction product. The product is: [Cl:38][C:39]1[CH:44]=[CH:43][C:42](/[CH:45]=[CH:46]/[C:27]([N:25]2[CH2:26][CH2:4][N:5]([CH2:9][C:10]3[CH:11]=[CH:12][C:13]([F:16])=[CH:14][CH:15]=3)[CH2:6][C@H:24]2[CH2:23][CH3:22])=[O:37])=[C:41]([NH:50][C:51]([NH2:53])=[O:52])[CH:40]=1. (4) Given the reactants Cl[C:2]1[C:3]([C:12]2[NH:13][C:14]3[C:19]([CH:20]=2)=[CH:18][C:17]([S:21]([N:24]([CH2:26][CH2:27][O:28][CH3:29])[CH3:25])(=[O:23])=[O:22])=[CH:16][CH:15]=3)=[N:4][C:5]2[C:10]([N:11]=1)=[CH:9][CH:8]=[CH:7][CH:6]=2.CC(O)=[O:32], predict the reaction product. The product is: [CH3:29][O:28][CH2:27][CH2:26][N:24]([CH3:25])[S:21]([C:17]1[CH:18]=[C:19]2[C:14](=[CH:15][CH:16]=1)[NH:13][C:12]([C:3]1[C:2](=[O:32])[NH:11][C:10]3[C:5](=[CH:6][CH:7]=[CH:8][CH:9]=3)[N:4]=1)=[CH:20]2)(=[O:23])=[O:22]. (5) Given the reactants [O:1]1[CH2:5][CH2:4][O:3][CH:2]1[CH2:6][NH2:7].Cl[CH2:9][C:10]1[N:11]=[C:12]2[CH:17]=[C:16]([C:18]([F:21])([F:20])[F:19])[CH:15]=[CH:14][N:13]2[CH:22]=1, predict the reaction product. The product is: [O:1]1[CH2:5][CH2:4][O:3][CH:2]1[CH2:6][NH:7][CH2:9][C:10]1[N:11]=[C:12]2[CH:17]=[C:16]([C:18]([F:21])([F:19])[F:20])[CH:15]=[CH:14][N:13]2[CH:22]=1. (6) Given the reactants [F:1][C:2]([F:12])([F:11])[O:3][C:4]1[CH:9]=[CH:8][CH:7]=[CH:6][C:5]=1[SH:10].C([O-])([O-])=O.[K+].[K+].F[C:20]1[CH:27]=[CH:26][C:23]([C:24]#[N:25])=[CH:22][CH:21]=1, predict the reaction product. The product is: [F:12][C:2]([F:1])([F:11])[O:3][C:4]1[CH:9]=[CH:8][CH:7]=[CH:6][C:5]=1[S:10][C:20]1[CH:27]=[CH:26][C:23]([C:24]#[N:25])=[CH:22][CH:21]=1. (7) Given the reactants CC1C=CC(S(O[C@H:12]([CH2:15][CH:16]([CH3:21])[CH2:17][CH2:18][CH:19]=[CH2:20])[CH2:13][CH3:14])(=O)=O)=CC=1.[CH2:22]([O:24][C:25](=[O:41])[CH2:26][N:27]=[C:28]([C:35]1[CH:40]=[CH:39][CH:38]=[CH:37][CH:36]=1)[C:29]1[CH:34]=[CH:33][CH:32]=[CH:31][CH:30]=1)[CH3:23].[Li+].C[Si]([N-][Si](C)(C)C)(C)C, predict the reaction product. The product is: [C:29]1([C:28](=[N:27][CH:26]([C@H:12]([CH2:13][CH3:14])[CH2:15][CH:16]([CH3:21])[CH2:17][CH2:18][CH:19]=[CH2:20])[C:25]([O:24][CH2:22][CH3:23])=[O:41])[C:35]2[CH:40]=[CH:39][CH:38]=[CH:37][CH:36]=2)[CH:30]=[CH:31][CH:32]=[CH:33][CH:34]=1. (8) Given the reactants [CH:1]([NH2:4])([CH3:3])[CH3:2].[CH3:5][O:6][C:7]([C:9]1[CH:10]=[C:11]([CH3:32])[C:12]2[O:18][C:17]3[C:19]([Cl:28])=[CH:20][C:21]([NH:23][C:24](=[O:27])[CH2:25]Cl)=[CH:22][C:16]=3[CH2:15][S:14](=[O:30])(=[O:29])[C:13]=2[CH:31]=1)=[O:8], predict the reaction product. The product is: [CH3:5][O:6][C:7]([C:9]1[CH:10]=[C:11]([CH3:32])[C:12]2[O:18][C:17]3[C:19]([Cl:28])=[CH:20][C:21]([NH:23][C:24](=[O:27])[CH2:25][NH:4][CH:1]([CH3:3])[CH3:2])=[CH:22][C:16]=3[CH2:15][S:14](=[O:30])(=[O:29])[C:13]=2[CH:31]=1)=[O:8].